This data is from NCI-60 drug combinations with 297,098 pairs across 59 cell lines. The task is: Regression. Given two drug SMILES strings and cell line genomic features, predict the synergy score measuring deviation from expected non-interaction effect. (1) Drug 1: CN1C2=C(C=C(C=C2)N(CCCl)CCCl)N=C1CCCC(=O)O.Cl. Drug 2: C1C(C(OC1N2C=NC3=C2NC=NCC3O)CO)O. Cell line: PC-3. Synergy scores: CSS=6.08, Synergy_ZIP=-3.00, Synergy_Bliss=-2.19, Synergy_Loewe=1.78, Synergy_HSA=-1.34. (2) Drug 1: CNC(=O)C1=NC=CC(=C1)OC2=CC=C(C=C2)NC(=O)NC3=CC(=C(C=C3)Cl)C(F)(F)F. Drug 2: CC(C)(C#N)C1=CC(=CC(=C1)CN2C=NC=N2)C(C)(C)C#N. Cell line: OVCAR-8. Synergy scores: CSS=-0.131, Synergy_ZIP=1.04, Synergy_Bliss=1.13, Synergy_Loewe=-0.286, Synergy_HSA=-2.32. (3) Drug 1: C1=C(C(=O)NC(=O)N1)N(CCCl)CCCl. Drug 2: CC1C(C(CC(O1)OC2CC(CC3=C2C(=C4C(=C3O)C(=O)C5=CC=CC=C5C4=O)O)(C(=O)C)O)N)O. Cell line: IGROV1. Synergy scores: CSS=54.0, Synergy_ZIP=-11.5, Synergy_Bliss=-7.65, Synergy_Loewe=-7.17, Synergy_HSA=-2.33.